From a dataset of Catalyst prediction with 721,799 reactions and 888 catalyst types from USPTO. Predict which catalyst facilitates the given reaction. (1) Reactant: CON(C)[C:4]([C:6]1[CH:33]=[C:9]2[N:10]=[C:11]([N:28]3[CH2:32][CH2:31][CH2:30][CH2:29]3)[CH:12]=[C:13]([N:14]([CH:22]3[CH2:27][CH2:26][O:25][CH2:24][CH2:23]3)[C:15](=[O:21])[O:16][C:17]([CH3:20])([CH3:19])[CH3:18])[N:8]2[N:7]=1)=[O:5].[CH2:35]([Mg]Br)[CH3:36].[Cl-].[NH4+]. Product: [C:4]([C:6]1[CH:33]=[C:9]2[N:10]=[C:11]([N:28]3[CH2:32][CH2:31][CH2:30][CH2:29]3)[CH:12]=[C:13]([N:14]([CH:22]3[CH2:23][CH2:24][O:25][CH2:26][CH2:27]3)[C:15](=[O:21])[O:16][C:17]([CH3:20])([CH3:19])[CH3:18])[N:8]2[N:7]=1)(=[O:5])[CH2:35][CH3:36]. The catalyst class is: 7. (2) Reactant: CN(C([O:8][N:9]1N=NC2C=CC=NC1=2)=[N+](C)C)C.F[P-](F)(F)(F)(F)F.[CH3:25][C:26]1[N:27]=[C:28]([C:45]2[CH:50]=[CH:49][C:48]([C:51]([F:54])([F:53])[F:52])=[CH:47][CH:46]=2)[S:29][C:30]=1[CH2:31][NH:32][C:33]1[CH:38]=[CH:37][C:36]([C@@H:39]2[CH2:41][C@H:40]2[C:42](O)=[O:43])=[CH:35][CH:34]=1.Cl.NO.C([O-])(O)=O.[Na+]. Product: [OH:8][NH:9][C:42]([C@@H:40]1[CH2:41][C@H:39]1[C:36]1[CH:35]=[CH:34][C:33]([NH:32][CH2:31][C:30]2[S:29][C:28]([C:45]3[CH:46]=[CH:47][C:48]([C:51]([F:53])([F:52])[F:54])=[CH:49][CH:50]=3)=[N:27][C:26]=2[CH3:25])=[CH:38][CH:37]=1)=[O:43]. The catalyst class is: 3.